This data is from Reaction yield outcomes from USPTO patents with 853,638 reactions. The task is: Predict the reaction yield, written as a fraction of the theoretical maximum amount of product (1.0 means a 100% yield; for example, 0.34 means a 34% yield). (1) The reactants are [Li]C(CC)C.CCCCCC.C1CCCCC1.[CH3:18][O:19][C:20]1[CH:29]=[CH:28][C:27]2[C:22](=[CH:23][CH:24]=[CH:25][CH:26]=2)[CH:21]=1.[Si:30](Cl)([C:43]1[CH:48]=[CH:47][CH:46]=[CH:45][CH:44]=1)([C:37]1[CH:42]=[CH:41][CH:40]=[CH:39][CH:38]=1)[C:31]1[CH:36]=[CH:35][CH:34]=[CH:33][CH:32]=1.CN(C)P(N(C)C)(N(C)C)=O. The catalyst is O1CCCC1.O. The product is [CH3:18][O:19][C:20]1[C:29]([Si:30]([C:37]2[CH:38]=[CH:39][CH:40]=[CH:41][CH:42]=2)([C:43]2[CH:48]=[CH:47][CH:46]=[CH:45][CH:44]=2)[C:31]2[CH:32]=[CH:33][CH:34]=[CH:35][CH:36]=2)=[CH:28][C:27]2[C:22]([CH:21]=1)=[CH:23][CH:24]=[CH:25][CH:26]=2. The yield is 0.900. (2) The reactants are [CH2:1]1[C:10]2[C:5](=[CH:6][CH:7]=[CH:8][CH:9]=2)[CH2:4][CH2:3][N:2]1[CH2:11][CH2:12][CH2:13][CH2:14][O:15][C:16]1[N:25]=[C:24]2[C:19]([CH:20]=[CH:21][C:22](=[O:26])[NH:23]2)=[CH:18][CH:17]=1.[F:27]C1C=C2C(=CC=1)CNCC2. No catalyst specified. The product is [F:27][C:7]1[CH:6]=[C:5]2[C:10](=[CH:9][CH:8]=1)[CH2:1][N:2]([CH2:11][CH2:12][CH2:13][CH2:14][O:15][C:16]1[N:25]=[C:24]3[C:19]([CH:20]=[CH:21][C:22](=[O:26])[NH:23]3)=[CH:18][CH:17]=1)[CH2:3][CH2:4]2. The yield is 0.420. (3) The reactants are [Br:1][C:2]1[C:8]([C:9]([F:12])([F:11])[F:10])=[CH:7][C:5]([NH2:6])=[C:4]([N:13]2[CH:17]=[CH:16][N:15]=[CH:14]2)[CH:3]=1.C1N=CN([C:23](N2C=NC=C2)=[O:24])C=1. The catalyst is C(OCC)(=O)C. The product is [Br:1][C:2]1[CH:3]=[C:4]2[C:5]([NH:6][C:23](=[O:24])[C:14]3[N:13]2[CH:17]=[CH:16][N:15]=3)=[CH:7][C:8]=1[C:9]([F:12])([F:11])[F:10]. The yield is 0.692. (4) The reactants are [C:1]([C:3]1[C:4]([O:10][CH2:11][C@H:12]2[CH2:14][C@@H:13]2[C:15]2[CH:20]=[CH:19][C:18]([O:21][CH3:22])=[CH:17][N:16]=2)=[N:5][C:6]([CH3:9])=[N:7][CH:8]=1)#[CH:2].[Si]([N:27]=[N+:28]=[N-:29])(C)(C)C.O=C1O[C@H]([C@H](CO)O)C([O-])=C1O.[Na+]. The catalyst is CC(N(C)C)=O.[O-]S([O-])(=O)=O.[Cu+2]. The product is [CH3:22][O:21][C:18]1[CH:19]=[CH:20][C:15]([C@H:13]2[CH2:14][C@@H:12]2[CH2:11][O:10][C:4]2[C:3]([C:1]3[N:27]=[N:28][NH:29][CH:2]=3)=[CH:8][N:7]=[C:6]([CH3:9])[N:5]=2)=[N:16][CH:17]=1. The yield is 0.360. (5) The reactants are [CH2:1]([O:3][C:4]([N:6]1[CH2:13][CH:12]2[CH:8]([CH2:9][C:10]3[C:16]([CH2:17][OH:18])=[CH:15][S:14][C:11]=32)[CH2:7]1)=[O:5])[CH3:2].C(Cl)(Cl)[Cl:20]. The catalyst is C(Cl)Cl. The product is [CH2:1]([O:3][C:4]([N:6]1[CH2:13][CH:12]2[CH:8]([CH2:9][C:10]3[C:16]([CH2:17][OH:18])=[C:15]([Cl:20])[S:14][C:11]=32)[CH2:7]1)=[O:5])[CH3:2]. The yield is 0.450. (6) The yield is 0.650. The catalyst is CC(C)=O.C(Cl)Cl. The product is [CH3:1][C@@H:2]1[N:6]([C:7]([O:9][C:10]([CH3:13])([CH3:12])[CH3:11])=[O:8])[C@H:5]([C:14]([O:16][CH2:17][C:18]([C:20]2[CH:21]=[CH:22][C:23]3[C:32]4[CH:31]=[C:30]5[CH2:33][CH2:34][CH:35]([O:57][C:55]([C@@H:48]6[CH2:49][CH2:50][C@H:51]([CH3:58])[N:47]6[C:45]([O:44][C:40]([CH3:41])([CH3:42])[CH3:43])=[O:46])=[O:56])[C:36](=[O:37])[C:29]5=[CH:28][C:27]=4[O:26][CH2:25][C:24]=3[CH:39]=2)=[O:19])=[O:15])[CH2:4][CH2:3]1. The reactants are [CH3:1][C@@H:2]1[N:6]([C:7]([O:9][C:10]([CH3:13])([CH3:12])[CH3:11])=[O:8])[C@H:5]([C:14]([O:16][CH2:17][C:18]([C:20]2[CH:21]=[CH:22][C:23]3[C:32]4[CH:31]=[C:30]5[CH2:33][CH2:34][CH:35](Br)[C:36](=[O:37])[C:29]5=[CH:28][C:27]=4[O:26][CH2:25][C:24]=3[CH:39]=2)=[O:19])=[O:15])[CH2:4][CH2:3]1.[C:40]([O:44][C:45]([N:47]1[CH2:51][C@@H:50](COC)[CH2:49][C@H:48]1[C:55]([OH:57])=[O:56])=[O:46])([CH3:43])([CH3:42])[CH3:41].[C:58]([O-])([O-])=O.[Cs+].[Cs+]. (7) The catalyst is O1CCOCC1. The reactants are [OH:1][CH:2]1[CH2:7][CH2:6][CH2:5][N:4]([C:8]2[N:9]=[C:10]3[CH:27]=[C:26](/[CH:28]=[CH:29]/[C:30]4[S:31][CH:32]=[C:33]([CH:35]([CH3:37])[CH3:36])[N:34]=4)[CH:25]=[CH:24][N:11]3[C:12](=[O:23])[C:13]=2/[CH:14]=[CH:15]/[C:16]([O:18]C(C)(C)C)=[O:17])[CH2:3]1.Cl. The product is [OH:1][CH:2]1[CH2:7][CH2:6][CH2:5][N:4]([C:8]2[N:9]=[C:10]3[CH:27]=[C:26](/[CH:28]=[CH:29]/[C:30]4[S:31][CH:32]=[C:33]([CH:35]([CH3:37])[CH3:36])[N:34]=4)[CH:25]=[CH:24][N:11]3[C:12](=[O:23])[C:13]=2/[CH:14]=[CH:15]/[C:16]([OH:18])=[O:17])[CH2:3]1. The yield is 0.490.